Dataset: Peptide-MHC class II binding affinity with 134,281 pairs from IEDB. Task: Regression. Given a peptide amino acid sequence and an MHC pseudo amino acid sequence, predict their binding affinity value. This is MHC class II binding data. (1) The peptide sequence is VVDLSKMRAVWVDGK. The MHC is HLA-DQA10101-DQB10501 with pseudo-sequence HLA-DQA10101-DQB10501. The binding affinity (normalized) is 0.0984. (2) The peptide sequence is TGVMRGNHYAFVGVM. The MHC is DRB1_1301 with pseudo-sequence DRB1_1301. The binding affinity (normalized) is 0.820. (3) The peptide sequence is MSSKFPELGMNASHC. The MHC is DRB5_0101 with pseudo-sequence DRB5_0101. The binding affinity (normalized) is 0.203. (4) The binding affinity (normalized) is 0. The peptide sequence is RPGGAGRDGGQLRIP. The MHC is DRB1_1201 with pseudo-sequence DRB1_1201. (5) The peptide sequence is VAIKGPLRISASSAA. The MHC is DRB3_0101 with pseudo-sequence DRB3_0101. The binding affinity (normalized) is 0.322. (6) The binding affinity (normalized) is 0.505. The peptide sequence is PSVIPAARLFKAFIL. The MHC is DRB5_0101 with pseudo-sequence DRB5_0101. (7) The peptide sequence is SQPATGAATVAAGAA. The MHC is HLA-DQA10104-DQB10503 with pseudo-sequence HLA-DQA10104-DQB10503. The binding affinity (normalized) is 0.